Dataset: Catalyst prediction with 721,799 reactions and 888 catalyst types from USPTO. Task: Predict which catalyst facilitates the given reaction. Reactant: [F:1][C:2]([F:12])([F:11])[C:3]1[CH:8]=[CH:7][C:6]([CH2:9][OH:10])=[CH:5][CH:4]=1.[N:13]([C:16]1[CH:24]=[CH:23][CH:22]=[C:21]2[C:17]=1[CH:18]=[CH:19][NH:20]2)=[C:14]=[O:15].C(N(CC)CC)C. Product: [NH:20]1[C:21]2[C:17](=[C:16]([NH:13][C:14](=[O:15])[O:10][CH2:9][C:6]3[CH:5]=[CH:4][C:3]([C:2]([F:11])([F:12])[F:1])=[CH:8][CH:7]=3)[CH:24]=[CH:23][CH:22]=2)[CH:18]=[CH:19]1. The catalyst class is: 1.